Dataset: Experimentally validated miRNA-target interactions with 360,000+ pairs, plus equal number of negative samples. Task: Binary Classification. Given a miRNA mature sequence and a target amino acid sequence, predict their likelihood of interaction. (1) The miRNA is hsa-miR-513a-3p with sequence UAAAUUUCACCUUUCUGAGAAGG. The protein sequence of the target gene is MAADTRAKAVTLDLRRRLLSSSCRLFFPEDPVKIIRGQGQYLYDEQGREYLDCINNVAHVGHCHPTVVQAAHEQNLVLNTNSRYLHDNIVDYAQRLSETLPEQLSVFYFLNSGSEANDLALRLARQYTGHQDVVVLDHAYHGHLSSLIDISPYKFRNLGGQKEWVHVAPLPDTYRGPYREDHPNPAEAYANEVKHVISSAQQKGRKIAAFFAESLPSVSGQIIPPAGYFSQVAEHIHRAGGLFVADEIQVGFGRIGKHFWAFQLEGEDFVPDIVTMGKSIGNGHPVACMATTQAVSRAFE.... Result: 0 (no interaction). (2) The miRNA is hsa-miR-4520-5p with sequence CCUGCGUGUUUUCUGUCCAA. The protein sequence of the target gene is MSVSLVVIRLELAEHSPVPAGFGFSAAAGEMSDEEIKKTTLASAVACLEGKSPGEKVAIIHQHLGRREMTDVIIETMKSNPDELKTTVEERKSSEASPTAQRSKDHSKECINAAPDSPSKQLPDQISFFSGNPSVEIVHGIMHLYKTNKMTSLKEDVRRSAMLCILTVPAAMTSHDLMKFVAPFNEVIEQMKIIRDSTPNQYMVLIKFRAQADADSFYMTCNGRQFNSIEDDVCQLVYVERAEVLKSEDGASLPVMDLTELPKCTVCLERMDESVNGILTTLCNHSFHSQCLQRWDDTTC.... Result: 0 (no interaction). (3) The miRNA is hsa-miR-378a-3p with sequence ACUGGACUUGGAGUCAGAAGGC. The protein sequence of the target gene is MASQLQNRLRSALALVTGAGSGIGRAVSVRLAGEGATVAACDLDRAAAQETVRLLGGPGSKEGPPRGNHAAFQADVSEARAARCLLEQVQACFSRPPSVVVSCAGITQDEFLLHMSEDDWDKVIAVNLKGTFLVTQAAAQALVSNGCRGSIINISSIVGKVGNVGQTNYAASKAGVIGLTQTAARELGRHGIRCNSVLPGFIATPMTQKVPQKVVDKITEMIPMGHLGDPEDVADVVAFLASEDSGYITGTSVEVTGGLFM. Result: 0 (no interaction).